From a dataset of Peptide-MHC class II binding affinity with 134,281 pairs from IEDB. Regression. Given a peptide amino acid sequence and an MHC pseudo amino acid sequence, predict their binding affinity value. This is MHC class II binding data. The peptide sequence is SPIINREGKVVGLYG. The MHC is DRB1_0101 with pseudo-sequence DRB1_0101. The binding affinity (normalized) is 0.377.